Dataset: Full USPTO retrosynthesis dataset with 1.9M reactions from patents (1976-2016). Task: Predict the reactants needed to synthesize the given product. Given the product [CH:22]1([C:20]([CH3:21])([CH3:19])[CH2:7][C:2]2[CH:3]=[CH:4][CH:5]=[CH:6][N:1]=2)[C:30]2[C:25](=[CH:26][CH:27]=[CH:28][CH:29]=2)[CH:24]=[CH:23]1, predict the reactants needed to synthesize it. The reactants are: [N:1]1[CH:6]=[CH:5][CH:4]=[CH:3][C:2]=1[CH3:7].C([Li])CCC.CCCCCC.[CH3:19][C:20](=[C:22]1[C:30]2[C:25](=[CH:26][CH:27]=[CH:28][CH:29]=2)[CH:24]=[CH:23]1)[CH3:21].Cl.